This data is from Forward reaction prediction with 1.9M reactions from USPTO patents (1976-2016). The task is: Predict the product of the given reaction. (1) The product is: [O:16]=[C:11]1[CH2:10][CH:9]2[CH2:15][CH:13]([CH2:14][N:8]2[C:39]([O:41][C:42]([CH3:43])([CH3:44])[CH3:45])=[O:40])[CH2:12]1. Given the reactants C([N:8]1[CH2:14][CH:13]2[CH2:15][CH:9]1[CH2:10][C:11](=[O:16])[CH2:12]2)C1C=CC=CC=1.ClC(OCCCl)=O.C(N(CC)CC)C.[C:39](O[C:39]([O:41][C:42]([CH3:45])([CH3:44])[CH3:43])=[O:40])([O:41][C:42]([CH3:45])([CH3:44])[CH3:43])=[O:40], predict the reaction product. (2) Given the reactants [CH3:1][NH:2][CH3:3].[CH2:4]=O.[N+:6]([C:9]1[CH:17]=[C:16]2[C:12]([CH:13]=[CH:14][NH:15]2)=[CH:11][CH:10]=1)([O-:8])=[O:7].[OH-].[Na+], predict the reaction product. The product is: [CH3:1][N:2]([CH3:4])[CH2:3][C:13]1[C:12]2[C:16](=[CH:17][C:9]([N+:6]([O-:8])=[O:7])=[CH:10][CH:11]=2)[NH:15][CH:14]=1.